Regression. Given a peptide amino acid sequence and an MHC pseudo amino acid sequence, predict their binding affinity value. This is MHC class II binding data. From a dataset of Peptide-MHC class II binding affinity with 134,281 pairs from IEDB. (1) The peptide sequence is PKLEFGSLIVNPSLN. The MHC is H-2-IAb with pseudo-sequence H-2-IAb. The binding affinity (normalized) is 0.738. (2) The peptide sequence is GRSYAADAGYAPATP. The MHC is HLA-DQA10401-DQB10402 with pseudo-sequence HLA-DQA10401-DQB10402. The binding affinity (normalized) is 0.179. (3) The peptide sequence is FKKYFAATQFEPLAA. The MHC is HLA-DQA10501-DQB10201 with pseudo-sequence HLA-DQA10501-DQB10201. The binding affinity (normalized) is 0.332. (4) The peptide sequence is GAATVAAGAATTAAG. The MHC is HLA-DQA10501-DQB10201 with pseudo-sequence HLA-DQA10501-DQB10201. The binding affinity (normalized) is 0.0534. (5) The peptide sequence is QTLIAIHTLAIRYAN. The MHC is DRB5_0101 with pseudo-sequence DRB5_0101. The binding affinity (normalized) is 0.996. (6) The peptide sequence is DQAMEDIKQMEAESI. The MHC is HLA-DQA10501-DQB10201 with pseudo-sequence HLA-DQA10501-DQB10201. The binding affinity (normalized) is 0.677. (7) The peptide sequence is AAFSKLPASTIDELK. The binding affinity (normalized) is 0.596. The MHC is HLA-DPA10201-DPB11401 with pseudo-sequence HLA-DPA10201-DPB11401. (8) The peptide sequence is YISAIVQGERMDEPIPA. The MHC is DRB1_0405 with pseudo-sequence DRB1_0405. The binding affinity (normalized) is 0.423. (9) The peptide sequence is GVPVFFVNCIQRRTL. The MHC is DRB1_0101 with pseudo-sequence DRB1_0101. The binding affinity (normalized) is 0.795. (10) The peptide sequence is LCQVFADATPTGWGL. The MHC is DRB1_1501 with pseudo-sequence DRB1_1501. The binding affinity (normalized) is 0.213.